From a dataset of Cav3 T-type calcium channel HTS with 100,875 compounds. Binary Classification. Given a drug SMILES string, predict its activity (active/inactive) in a high-throughput screening assay against a specified biological target. (1) The molecule is O(c1ccc(NCCC#N)cc1)CC. The result is 0 (inactive). (2) The molecule is S(=O)(=O)(NC(C(C)C)C(=O)Nc1c(OCC)ccc(OCC)c1)c1cc2oc(=O)n(c2cc1)C. The result is 0 (inactive). (3) The drug is Brc1cc(c2nc(on2)c2c(F)cccc2)c(OC)cc1. The result is 0 (inactive).